Dataset: NCI-60 drug combinations with 297,098 pairs across 59 cell lines. Task: Regression. Given two drug SMILES strings and cell line genomic features, predict the synergy score measuring deviation from expected non-interaction effect. Drug 1: CC12CCC(CC1=CCC3C2CCC4(C3CC=C4C5=CN=CC=C5)C)O. Drug 2: CCC(=C(C1=CC=CC=C1)C2=CC=C(C=C2)OCCN(C)C)C3=CC=CC=C3.C(C(=O)O)C(CC(=O)O)(C(=O)O)O. Cell line: CCRF-CEM. Synergy scores: CSS=7.13, Synergy_ZIP=-1.27, Synergy_Bliss=-1.30, Synergy_Loewe=-4.37, Synergy_HSA=-3.64.